Dataset: Forward reaction prediction with 1.9M reactions from USPTO patents (1976-2016). Task: Predict the product of the given reaction. (1) Given the reactants [NH:1]1[C:9]2[C:4](=[CH:5][CH:6]=[CH:7][N:8]=2)[CH:3]=[CH:2]1.[CH3:10][N+:11]([CH3:13])=[CH2:12].[I-:14], predict the reaction product. The product is: [IH:14].[CH3:10][N:11]([CH2:13][C:3]1[C:4]2[C:9](=[N:8][CH:7]=[CH:6][CH:5]=2)[NH:1][CH:2]=1)[CH3:12]. (2) Given the reactants [CH3:1][O:2][C:3]1[CH:8]=[CH:7][C:6](B(O)O)=[CH:5][CH:4]=1.N1C=[CH:16][CH:15]=[CH:14][CH:13]=1.CC[N:20]([CH2:23][CH3:24])[CH2:21][CH3:22].[C:25]([O-:28])(O)=[O:26].[Na+].[CH2:30](Cl)Cl, predict the reaction product. The product is: [CH3:30][O:28][C:25]([C:23]1[N:20]([C:6]2[CH:7]=[CH:8][C:3]([O:2][CH3:1])=[CH:4][CH:5]=2)[C:21]2[C:22]([CH:24]=1)=[CH:16][CH:15]=[CH:14][CH:13]=2)=[O:26]. (3) Given the reactants Cl.[CH:2]1([CH2:7][CH:8]([C:19]2[NH:28][C:22]3=[N:23][CH:24]=[C:25]([NH2:27])[CH:26]=[C:21]3[CH:20]=2)[C:9]2[CH:14]=[CH:13][C:12]([S:15]([CH3:18])(=[O:17])=[O:16])=[CH:11][CH:10]=2)[CH2:6][CH2:5][CH2:4][CH2:3]1.Cl.[CH3:30][N:31]([CH3:36])[CH2:32][C:33](O)=[O:34].Cl.C(N=C=NCCCN(C)C)C.ON1C2C=CC=CC=2N=N1.C(N(CC)CC)C, predict the reaction product. The product is: [CH:2]1([CH2:7][CH:8]([C:19]2[NH:28][C:22]3=[N:23][CH:24]=[C:25]([NH:27][C:33](=[O:34])[CH2:32][N:31]([CH3:36])[CH3:30])[CH:26]=[C:21]3[CH:20]=2)[C:9]2[CH:14]=[CH:13][C:12]([S:15]([CH3:18])(=[O:17])=[O:16])=[CH:11][CH:10]=2)[CH2:6][CH2:5][CH2:4][CH2:3]1.